From a dataset of Forward reaction prediction with 1.9M reactions from USPTO patents (1976-2016). Predict the product of the given reaction. Given the reactants [Cl:1][C:2]1[CH:3]=[CH:4][C:5]([O:41][CH3:42])=[C:6]([CH:40]=1)[CH2:7][C@H:8]1[C:14](=[O:15])[N:13]([C:16](OC2C=CC=CC=2Cl)=[O:17])[CH2:12][C:11](=[O:26])[N:10]([CH2:27][C:28]2[C:33]([O:34][CH3:35])=[CH:32][C:31]([O:36][CH3:37])=[CH:30][C:29]=2[O:38][CH3:39])[CH2:9]1.CN(C)C=O.Cl.[C:49]([O:53][C:54]1[CH:58]=[C:57]([CH:59]([NH2:62])[CH2:60][CH3:61])[O:56][N:55]=1)([CH3:52])([CH3:51])[CH3:50].C(N(CC)C(C)C)(C)C, predict the reaction product. The product is: [Cl:1][C:2]1[CH:3]=[CH:4][C:5]([O:41][CH3:42])=[C:6]([CH:40]=1)[CH2:7][C@H:8]1[C:14](=[O:15])[N:13]([C:16]([NH:62][C@@H:59]([C:57]2[O:56][N:55]=[C:54]([O:53][C:49]([CH3:50])([CH3:52])[CH3:51])[CH:58]=2)[CH2:60][CH3:61])=[O:17])[CH2:12][C:11](=[O:26])[N:10]([CH2:27][C:28]2[C:29]([O:38][CH3:39])=[CH:30][C:31]([O:36][CH3:37])=[CH:32][C:33]=2[O:34][CH3:35])[CH2:9]1.